Dataset: Forward reaction prediction with 1.9M reactions from USPTO patents (1976-2016). Task: Predict the product of the given reaction. (1) Given the reactants [O:1]=[C:2]1[NH:6][C:5](=[O:7])[CH:4]([CH2:8][C:9]2[CH:29]=[CH:28][C:12]([O:13][CH2:14][C:15]([NH:17][C:18]3[CH:23]=[CH:22][C:21]([O:24][CH3:25])=[CH:20][C:19]=3[NH:26][CH3:27])=O)=[CH:11][CH:10]=2)[S:3]1.[ClH:30].CO, predict the reaction product. The product is: [ClH:30].[CH3:25][O:24][C:21]1[CH:22]=[CH:23][C:18]2[N:17]=[C:15]([CH2:14][O:13][C:12]3[CH:28]=[CH:29][C:9]([CH2:8][CH:4]4[S:3][C:2](=[O:1])[NH:6][C:5]4=[O:7])=[CH:10][CH:11]=3)[N:26]([CH3:27])[C:19]=2[CH:20]=1. (2) Given the reactants [Li+].CC([N-]C(C)C)C.[CH3:9][C:10]([CH3:18])([CH3:17])[CH2:11][C:12]([O:14][CH2:15][CH3:16])=[O:13].[CH3:19][O:20][C:21]1[CH:28]=[CH:27][C:24]([CH:25]=[O:26])=[C:23]([N+:29]([O-:31])=[O:30])[CH:22]=1, predict the reaction product. The product is: [OH:26][CH:25]([C:24]1[CH:27]=[CH:28][C:21]([O:20][CH3:19])=[CH:22][C:23]=1[N+:29]([O-:31])=[O:30])[CH:11]([C:10]([CH3:18])([CH3:17])[CH3:9])[C:12]([O:14][CH2:15][CH3:16])=[O:13]. (3) Given the reactants [C:1]([O:5][C:6]([N:8]1[CH2:11][CH:10]([NH2:12])[CH2:9]1)=[O:7])([CH3:4])([CH3:3])[CH3:2].[O:13]=[C:14]1[C:22]2[C:17](=[CH:18][CH:19]=[CH:20][CH:21]=2)[C:16](=[O:23])[N:15]1[CH2:24][CH2:25][S:26](Cl)(=[O:28])=[O:27], predict the reaction product. The product is: [C:1]([O:5][C:6]([N:8]1[CH2:11][CH:10]([NH:12][S:26]([CH2:25][CH2:24][N:15]2[C:14](=[O:13])[C:22]3[C:17](=[CH:18][CH:19]=[CH:20][CH:21]=3)[C:16]2=[O:23])(=[O:27])=[O:28])[CH2:9]1)=[O:7])([CH3:4])([CH3:2])[CH3:3]. (4) Given the reactants C1(C2[N:8]=[C:7]([C:9]3[C:10]4[CH2:28]CCC[C:11]=4[S:12][C:13]=3[NH:14]C(N3CCC[C@@H]3C(O)=O)=O)ON=2)CC1.[C:29]1(=O)[CH2:35][CH2:34][CH2:33][CH2:32][CH2:31][CH2:30]1.CC1N=C(CC#N)SC=1, predict the reaction product. The product is: [C:29]1(=[C:9]([C:13]2[S:12][CH:11]=[C:10]([CH3:28])[N:14]=2)[C:7]#[N:8])[CH2:35][CH2:34][CH2:33][CH2:32][CH2:31][CH2:30]1. (5) Given the reactants BrC(Br)C.C[Si](Cl)(C)C.[C:10]([O:18][CH2:19]I)(=[O:17])[C:11]1[CH:16]=[CH:15][CH:14]=[CH:13][CH:12]=1.Cl[C:22]1[C:23]2[N:31]=[C:30]([CH:32]3[CH2:37][CH2:36][C:35]([CH3:39])([CH3:38])[CH2:34][CH2:33]3)[S:29][C:24]=2[N:25]=[C:26]([CH3:28])[N:27]=1, predict the reaction product. The product is: [C:10]([O:18][CH2:19][C:22]1[C:23]2[N:31]=[C:30]([CH:32]3[CH2:37][CH2:36][C:35]([CH3:39])([CH3:38])[CH2:34][CH2:33]3)[S:29][C:24]=2[N:25]=[C:26]([CH3:28])[N:27]=1)(=[O:17])[C:11]1[CH:16]=[CH:15][CH:14]=[CH:13][CH:12]=1. (6) The product is: [Br:1][C:2]1[CH:3]=[CH:4][C:5]2[C:6]3[N:13]([CH2:14][CH:15]([CH3:17])[CH3:16])[C:18]([CH2:19][CH2:20][CH2:21][CH3:22])=[N:12][C:7]=3[CH:8]=[N:9][C:10]=2[CH:11]=1. Given the reactants [Br:1][C:2]1[CH:11]=[C:10]2[C:5]([C:6]([NH:13][CH2:14][CH:15]([CH3:17])[CH3:16])=[C:7]([NH2:12])[CH:8]=[N:9]2)=[CH:4][CH:3]=1.[C:18](OC)(OC)(OC)[CH2:19][CH2:20][CH2:21][CH3:22], predict the reaction product. (7) Given the reactants [CH:1]1([N:7]2[CH2:12][C:11]3[CH:13]=[CH:14][C:15]([O:17]C)=[CH:16][C:10]=3[O:9][C:8]2=[O:19])[CH2:6][CH2:5][CH2:4][CH2:3][CH2:2]1.Cl.[NH+]1C=CC=CC=1.Cl.C(OCC)(=O)C, predict the reaction product. The product is: [CH:1]1([N:7]2[CH2:12][C:11]3[CH:13]=[CH:14][C:15]([OH:17])=[CH:16][C:10]=3[O:9][C:8]2=[O:19])[CH2:2][CH2:3][CH2:4][CH2:5][CH2:6]1. (8) Given the reactants [CH3:1][S:2][CH2:3][CH2:4][NH2:5].[Cl:6][C:7]1[CH:8]=[C:9]([CH:25]=[CH:26][CH:27]=1)[CH2:10][C:11]1[C:12]([CH3:24])=[N:13][C:14]2[N:15]([N:18]=[CH:19][C:20]=2[C:21](O)=[O:22])[C:16]=1[CH3:17], predict the reaction product. The product is: [Cl:6][C:7]1[CH:8]=[C:9]([CH:25]=[CH:26][CH:27]=1)[CH2:10][C:11]1[C:12]([CH3:24])=[N:13][C:14]2[N:15]([N:18]=[CH:19][C:20]=2[C:21]([NH:5][CH2:4][CH2:3][S:2][CH3:1])=[O:22])[C:16]=1[CH3:17].